From a dataset of Full USPTO retrosynthesis dataset with 1.9M reactions from patents (1976-2016). Predict the reactants needed to synthesize the given product. (1) Given the product [F:29][C:26]1[CH:27]=[CH:28][C:23]([N:17]2[CH2:16][CH2:15][N:14]([C:9]3[C:10]([CH3:13])=[C:11]([CH3:12])[C:5]4[O:4][C:3]([CH3:21])([CH3:2])[CH2:7][C:6]=4[C:8]=3[CH3:20])[CH2:19][CH2:18]2)=[CH:24][C:25]=1[O:30][CH3:31], predict the reactants needed to synthesize it. The reactants are: Cl.[CH3:2][C:3]1([CH3:21])[CH2:7][C:6]2[C:8]([CH3:20])=[C:9]([N:14]3[CH2:19][CH2:18][NH:17][CH2:16][CH2:15]3)[C:10]([CH3:13])=[C:11]([CH3:12])[C:5]=2[O:4]1.Br[C:23]1[CH:28]=[CH:27][C:26]([F:29])=[C:25]([O:30][CH3:31])[CH:24]=1. (2) Given the product [S:8]([C:11]1[CH:17]=[CH:16][C:14]([CH3:15])=[CH:13][CH:12]=1)([O:7][CH2:6][CH:1]1[CH2:5][CH2:4][CH2:3][CH2:2]1)(=[O:10])=[O:9], predict the reactants needed to synthesize it. The reactants are: [CH:1]1([CH2:6][OH:7])[CH2:5][CH2:4][CH2:3][CH2:2]1.[S:8](Cl)([C:11]1[CH:17]=[CH:16][C:14]([CH3:15])=[CH:13][CH:12]=1)(=[O:10])=[O:9].CCN(CC)CC. (3) Given the product [Br:8][C:6]1[CH:5]=[CH:4][C:3]2[O:9][CH2:11][C:12](=[O:13])[NH:1][C:2]=2[CH:7]=1, predict the reactants needed to synthesize it. The reactants are: [NH2:1][C:2]1[CH:7]=[C:6]([Br:8])[CH:5]=[CH:4][C:3]=1[OH:9].Br[CH2:11][C:12](Br)=[O:13].O=C1NC2C=C(C#N)C=CC=2OC1. (4) Given the product [CH2:1]([N:8]1[CH2:12][CH2:11][C:10]2([CH2:13][N:14]([C:18]3[CH:27]=[CH:26][C:21]([C:22]([O:24][CH3:25])=[O:23])=[CH:20][N:19]=3)[CH2:15][CH2:16]2)[CH2:9]1)[C:2]1[CH:3]=[CH:4][CH:5]=[CH:6][CH:7]=1, predict the reactants needed to synthesize it. The reactants are: [CH2:1]([N:8]1[CH2:12][CH2:11][C:10]2([CH2:16][CH2:15][NH:14][CH2:13]2)[CH2:9]1)[C:2]1[CH:7]=[CH:6][CH:5]=[CH:4][CH:3]=1.Cl[C:18]1[CH:27]=[CH:26][C:21]([C:22]([O:24][CH3:25])=[O:23])=[CH:20][N:19]=1.C([O-])([O-])=O.[K+].[K+].CCOC(C)=O.